This data is from Experimentally validated miRNA-target interactions with 360,000+ pairs, plus equal number of negative samples. The task is: Binary Classification. Given a miRNA mature sequence and a target amino acid sequence, predict their likelihood of interaction. (1) The miRNA is mmu-miR-8118 with sequence GACAAACAUGACUAUGCUGACA. Result: 0 (no interaction). The protein sequence of the target gene is MAALVRAAVVRSQCRQLWRLFPRGHGLRDVAERPRPEEACSCLRSRAFSAGPPPPGAGPEPKGGQAGSHRPKPGPVSWKSLALTFAIGGSLLAGMKYFKKEKIEKLEKQRHRSIGKPLLGGPFSLTTHNGEPKTDKDYLGQWVLIYFGFTHCPDICPEELEKMIEVVEEIDSIPSLPNLTPLFITIDPERDTKEAIATYVKEFSPKLVGLTGTKEEIDGVARAYRVYYSPGPKDEDEDYIVDHTIIMYLIGPDGEFLDYFGQNKKKAEIAGSIAAHMRSHMKKR. (2) The miRNA is hsa-miR-16-5p with sequence UAGCAGCACGUAAAUAUUGGCG. The protein sequence of the target gene is MATLITSTTAATAASGPLVDYLWMLILGFIIAFVLAFSVGANDVANSFGTAVGSGVVTLKQACILASIFETVGSVLLGAKVSETIRKGLIDVEMYNSTQGLLMAGSVSAMFGSAVWQLVASFLKLPISGTHCIVGATIGFSLVAKGQEGVKWSELIKIVMSWFVSPLLSGIMSGILFFLVRAFILHKADPVPNGLRALPVFYACTVGINLFSIMYTGAPLLGFDKLPLWGTILISVGCAVFCALIVWFFVCPRMKRKIEREIKCSPSESPLMEKKNSLKEDHEETKLSVGDIENKHPVSE.... Result: 0 (no interaction). (3) The miRNA is hsa-miR-4763-5p with sequence CGCCUGCCCAGCCCUCCUGCU. The protein sequence of the target gene is MASVQASRRQWCYLCDLPKMPWAMVWDFSEAVCRGCVNFEGADRIELLIDAARQLKRSHVLPEGRSPGPPALKHPATKDLAAAAAQGPQLPPPQAQPQPSGTGGGVSGQDRYDRATSSGRLPLPSPALEYTLGSRLANGLGREEAVAEGARRALLGSMPGLMPPGLLAAAVSGLGSRGLTLAPGLSPARPLFGSDFEKEKQQRNADCLAELNEAMRGRAEEWHGRPKAVREQLLALSACAPFNVRFKKDHGLVGRVFAFDATARPPGYEFELKLFTEYPCGSGNVYAGVLAVARQMFHDA.... Result: 0 (no interaction). (4) The miRNA is hsa-miR-5002-3p with sequence UGACUGCCUCACUGACCACUU. The protein sequence of the target gene is MGLPRRAGDAAELRKSLKPLLEKRRRARINQSLSQLKGLILPLLGRENSNCSKLEKADVLEMTVRFLQELPASSWPTAAPLPCDSYREGYSACVARLARVLPACRVLEPAVSARLLEHLWRRAASATLDGGRAGDSSGPSAPAPAPASAPEPASAPVPSPPSPPCGPGLWRPW. Result: 1 (interaction). (5) The miRNA is hsa-miR-1185-2-3p with sequence AUAUACAGGGGGAGACUCUCAU. The protein sequence of the target gene is MADRGCPLEAAPLPAEVRESLAELELELSEGDITQKGYEKKRAKLLARYIPLIQGIDPSLQAENRIPGPSQTTAAAPKQQKSRPTASRDERFRSDVHTEAVQAALAKYKERKMPMPSKRRSVLVHSSVETYTPPDTSSASEDEGSLRRPGRLTSTPLQSHSSVEPWLDRVIQGSSTSSSASSTSSHPGGRPTTAPSAAATPGAAATTALAGLEAHTHIDLHSAPPDVTTGLVEHSYFERPQVASVRSVPRGCSGSMLETADGVPVNSRVSSKIQQLLNTLKRPKRPPLKEFFVDDFEELL.... Result: 1 (interaction). (6) The miRNA is hsa-miR-5581-3p with sequence UUCCAUGCCUCCUAGAAGUUCC. The protein sequence of the target gene is MTMTLHTKASGMALLHQIQGNELEPLNRPQLKMPMERALGEVYVDNSKPTVFNYPEGAAYEFNAAAAAAAAASAPVYGQSGIAYGPGSEAAAFSANSLGAFPQLNSVSPSPLMLLHPPPQLSPFLHPHGQQVPYYLENEPSAYAVRDTGPPAFYRSNSDNRRQNGRERLSSSNEKGNMIMESAKETRYCAVCNDYASGYHYGVWSCEGCKAFFKRSIQGHNDYMCPATNQCTIDKNRRKSCQACRLRKCYEVGMMKGGIRKDRRGGRMLKHKRQRDDLEGRNEMGASGDMRAANLWPSPL.... Result: 0 (no interaction).